From a dataset of HIV replication inhibition screening data with 41,000+ compounds from the AIDS Antiviral Screen. Binary Classification. Given a drug SMILES string, predict its activity (active/inactive) in a high-throughput screening assay against a specified biological target. (1) The molecule is NC1=C(C(=O)O)C(=O)C(Nc2c(O)cccc2C(=O)O)=CC1=O. The result is 0 (inactive). (2) The compound is CC(C)(Oc1ccccc1)C(=O)Sc1c(-c2ccccc2)c(=O)n(-c2ccccc2)c(=S)n1-c1ccccc1. The result is 0 (inactive). (3) The molecule is CNC(C)C(N)c1ccccc1.Cl. The result is 0 (inactive). (4) The drug is CCN(CC)c1ccc2nc3c4ccccc4c(=O)cc-3n(-c3ccccc3)c2c1. The result is 0 (inactive). (5) The drug is CSc1nc(C)c(C(=O)CCN2CCN(c3ccccn3)CC2)s1. The result is 0 (inactive). (6) The drug is CCC1=CCN(c2cc(C)ccn2)OC1c1ccccc1. The result is 0 (inactive). (7) The molecule is CCC1(CC=C(C)C)Oc2ccccc2-n2cccc2C1=O. The result is 1 (active).